Dataset: HIV replication inhibition screening data with 41,000+ compounds from the AIDS Antiviral Screen. Task: Binary Classification. Given a drug SMILES string, predict its activity (active/inactive) in a high-throughput screening assay against a specified biological target. (1) The result is 0 (inactive). The molecule is Cc1nc2c(ccc3c(C)c(C)c(C)nc32)c(C)c1C. (2) The compound is O=C(Nc1ccc(C2=NCCN2)cc1)c1ccc(C(=O)Nc2ccc(C3=NCCN3)cc2)c(Cl)c1. The result is 0 (inactive). (3) The drug is CCOP(=O)(OCC)C1(O)CC(n2cc(C)c(=O)[nH]c2=O)OC1CO. The result is 0 (inactive). (4) The drug is COc1ccc2nc(C(=O)c3ccccc3)c(C)cc2c1. The result is 0 (inactive).